This data is from Reaction yield outcomes from USPTO patents with 853,638 reactions. The task is: Predict the reaction yield, written as a fraction of the theoretical maximum amount of product (1.0 means a 100% yield; for example, 0.34 means a 34% yield). (1) The product is [F:1][C:2]1[CH:3]=[C:4]2[C:8](=[CH:9][CH:10]=1)[NH:7][C:6](=[O:11])[C:5]2=[C:30]1[O:29][CH:28]([C:22]2[CH:27]=[CH:26][CH:25]=[CH:24][CH:23]=2)[C:32]2[S:33][CH:34]=[CH:35][C:31]1=2. The yield is 0.0300. The reactants are [F:1][C:2]1[CH:3]=[C:4]2[C:8](=[CH:9][CH:10]=1)[NH:7][C:6](=[O:11])[CH2:5]2.C[Si]([N-][Si](C)(C)C)(C)C.[Li+].[C:22]1([CH:28]2[C:32]3[S:33][CH:34]=[CH:35][C:31]=3[C:30](=O)[O:29]2)[CH:27]=[CH:26][CH:25]=[CH:24][CH:23]=1.Cl. The catalyst is C1COCC1. (2) The reactants are [CH2:1]([N:8]1[C:16]2[C:11](=[CH:12][C:13]([N:17]3[CH:21]=[CH:20][CH:19]=[CH:18]3)=[CH:14][CH:15]=2)[C:10]([C:22]2[CH:27]=[CH:26][CH:25]=[CH:24][CH:23]=2)=[C:9]1[C:28]([O:30]CC)=[O:29])[C:2]1[CH:7]=[CH:6][CH:5]=[CH:4][CH:3]=1.O.[OH-].[Li+]. The catalyst is C1COCC1.CO.O. The product is [CH2:1]([N:8]1[C:16]2[C:11](=[CH:12][C:13]([N:17]3[CH:18]=[CH:19][CH:20]=[CH:21]3)=[CH:14][CH:15]=2)[C:10]([C:22]2[CH:27]=[CH:26][CH:25]=[CH:24][CH:23]=2)=[C:9]1[C:28]([OH:30])=[O:29])[C:2]1[CH:7]=[CH:6][CH:5]=[CH:4][CH:3]=1. The yield is 0.940. (3) The reactants are Br[C:2]1[C:3]([F:28])=[C:4]([N:8]2[CH:13]=[C:12]([O:14][CH3:15])[C:11](=[O:16])[C:10]([C:17]3[N:21]([C:22]4[CH:27]=[CH:26][CH:25]=[CH:24][CH:23]=4)[N:20]=[CH:19][CH:18]=3)=[N:9]2)[CH:5]=[CH:6][CH:7]=1.[NH:29]1[CH2:33][CH2:32][CH2:31][C:30]1=[O:34].CNCCNC.[O-]P([O-])([O-])=O.[K+].[K+].[K+].C([O-])(O)=O.[Na+]. The catalyst is O1CCOCC1.[Cu]I. The product is [F:28][C:3]1[C:2]([N:29]2[CH2:33][CH2:32][CH2:31][C:30]2=[O:34])=[CH:7][CH:6]=[CH:5][C:4]=1[N:8]1[CH:13]=[C:12]([O:14][CH3:15])[C:11](=[O:16])[C:10]([C:17]2[N:21]([C:22]3[CH:27]=[CH:26][CH:25]=[CH:24][CH:23]=3)[N:20]=[CH:19][CH:18]=2)=[N:9]1. The yield is 0.400. (4) The reactants are Cl.[CH3:2][C:3]1[C:7]([CH2:8][N:9]2[CH:13]=[C:12]([NH2:14])[CH:11]=[N:10]2)=[C:6]([CH3:15])[O:5][N:4]=1.[O:16]1[C:20]2[CH:21]=[CH:22][C:23]([C:25](O)=[O:26])=[CH:24][C:19]=2[O:18][CH2:17]1.OC1C2N=NNC=2C=CC=1.C(O)C(N)(CO)CO. The catalyst is CN(C)C=O.C(#N)C. The product is [CH3:2][C:3]1[C:7]([CH2:8][N:9]2[CH:13]=[C:12]([NH:14][C:25]([C:23]3[CH:22]=[CH:21][C:20]4[O:16][CH2:17][O:18][C:19]=4[CH:24]=3)=[O:26])[CH:11]=[N:10]2)=[C:6]([CH3:15])[O:5][N:4]=1. The yield is 0.0600. (5) The reactants are [N+:1]([C:4]1[CH:9]=[CH:8][CH:7]=[CH:6][C:5]=1[CH:10]([OH:34])[CH2:11][CH2:12][N:13]([CH3:33])[C:14]([C:27]1[CH:32]=[CH:31][CH:30]=[CH:29][CH:28]=1)([C:21]1[CH:26]=[CH:25][CH:24]=[CH:23][CH:22]=1)[C:15]1[CH:20]=[CH:19][CH:18]=[CH:17][CH:16]=1)([O-:3])=[O:2].[C:35](N1C=CN=C1)([N:37]1[CH:41]=[CH:40][N:39]=[CH:38]1)=[O:36]. The catalyst is ClCCl. The product is [N:37]1([C:35]([O:34][CH:10]([C:5]2[CH:6]=[CH:7][CH:8]=[CH:9][C:4]=2[N+:1]([O-:3])=[O:2])[CH2:11][CH2:12][N:13]([CH3:33])[C:14]([C:15]2[CH:20]=[CH:19][CH:18]=[CH:17][CH:16]=2)([C:21]2[CH:22]=[CH:23][CH:24]=[CH:25][CH:26]=2)[C:27]2[CH:28]=[CH:29][CH:30]=[CH:31][CH:32]=2)=[O:36])[CH:41]=[CH:40][N:39]=[CH:38]1. The yield is 0.720.